Task: Predict which catalyst facilitates the given reaction.. Dataset: Catalyst prediction with 721,799 reactions and 888 catalyst types from USPTO (1) Reactant: [CH2:1]([C@@:5]1([C:21]([O:23]C(C)(C)C)=[O:22])[CH2:9][C@@H:8]([C:10]2[N:14]=[C:13]([CH3:15])[O:12][N:11]=2)[C@H:7]([C:16]2[N:17]=[CH:18][S:19][CH:20]=2)[NH:6]1)[CH:2]([CH3:4])[CH3:3].[CH3:28][O:29][C:30]1[CH:31]=[C:32]([CH:36]=[CH:37][C:38]=1[C:39]([CH3:42])([CH3:41])[CH3:40])[C:33](Cl)=[O:34].FC(F)(F)C(O)=O. Product: [CH2:1]([C@@:5]1([C:21]([OH:23])=[O:22])[CH2:9][C@@H:8]([C:10]2[N:14]=[C:13]([CH3:15])[O:12][N:11]=2)[C@H:7]([C:16]2[N:17]=[CH:18][S:19][CH:20]=2)[N:6]1[C:33](=[O:34])[C:32]1[CH:36]=[CH:37][C:38]([C:39]([CH3:40])([CH3:41])[CH3:42])=[C:30]([O:29][CH3:28])[CH:31]=1)[CH:2]([CH3:3])[CH3:4]. The catalyst class is: 27. (2) The catalyst class is: 1. Reactant: [NH2:1][C:2]1[C:7]2=[C:8]([C:13]3[CH:18]=[CH:17][C:16]([NH:19][C:20]([NH:22][C:23]4[CH:28]=[CH:27][CH:26]=[C:25]([C:29]([F:32])([F:31])[F:30])[N:24]=4)=[O:21])=[CH:15][CH:14]=3)[CH:9]=[C:10]([CH2:11][OH:12])[N:6]2[N:5]=[CH:4][N:3]=1. Product: [NH2:1][C:2]1[C:7]2=[C:8]([C:13]3[CH:18]=[CH:17][C:16]([NH:19][C:20]([NH:22][C:23]4[CH:28]=[CH:27][CH:26]=[C:25]([C:29]([F:32])([F:31])[F:30])[N:24]=4)=[O:21])=[CH:15][CH:14]=3)[CH:9]=[C:10]([CH:11]=[O:12])[N:6]2[N:5]=[CH:4][N:3]=1. (3) Reactant: [Br:1][C:2]1[CH:3]=[CH:4][C:5]([NH:8][C:9]([NH:11][C:12]2[CH:21]=[N:20][CH:19]=[CH:18][C:13]=2[C:14]([O:16]C)=O)=[O:10])=[N:6][CH:7]=1.[C:22](=O)([O-])[O-].[K+].[K+].COS(C1C=CC(C)=CC=1)(=O)=O. Product: [Br:1][C:2]1[CH:3]=[CH:4][C:5]([N:8]2[C:14](=[O:16])[C:13]3[CH:18]=[CH:19][N:20]=[CH:21][C:12]=3[N:11]([CH3:22])[C:9]2=[O:10])=[N:6][CH:7]=1. The catalyst class is: 18. (4) Reactant: [Cl:1][C:2]1[N:7]=[C:6]2[CH:8]=[CH:9][NH:10][C:5]2=[CH:4][CH:3]=1.CN(C=O)C.[OH-].[K+].[I:18]I. Product: [Cl:1][C:2]1[N:7]=[C:6]2[C:8]([I:18])=[CH:9][NH:10][C:5]2=[CH:4][CH:3]=1. The catalyst class is: 25. (5) Reactant: [O:1]1[CH2:28][CH:2]1[CH2:3][O:4][C:5]1[CH:14]=[C:13]2[C:8]([C:9]([O:15][C:16]3[CH:17]=[C:18]4[C:22](=[CH:23][CH:24]=3)[NH:21][C:20]([CH3:25])=[CH:19]4)=[N:10][CH:11]=[N:12]2)=[CH:7][C:6]=1[O:26][CH3:27].[CH3:29][N:30]1[CH2:35][CH2:34][NH:33][CH2:32][CH2:31]1. Product: [OH:1][CH:2]([CH2:28][N:33]1[CH2:34][CH2:35][N:30]([CH3:29])[CH2:31][CH2:32]1)[CH2:3][O:4][C:5]1[CH:14]=[C:13]2[C:8]([C:9]([O:15][C:16]3[CH:17]=[C:18]4[C:22](=[CH:23][CH:24]=3)[NH:21][C:20]([CH3:25])=[CH:19]4)=[N:10][CH:11]=[N:12]2)=[CH:7][C:6]=1[O:26][CH3:27]. The catalyst class is: 3. (6) The catalyst class is: 606. Reactant: [CH:1]1[C:10]2[C:5](=[CH:6][CH:7]=[CH:8][CH:9]=2)[CH:4]=[CH:3][C:2]=1[O:11][C:12]1[CH:20]=[CH:19][C:15]([C:16]([OH:18])=O)=[CH:14][CH:13]=1.C(Cl)(=O)C(Cl)=O.[C:27]([O:36][CH3:37])(=[O:35])[C:28]1[C:29](=[CH:31][CH:32]=[CH:33][CH:34]=1)[NH2:30].C(N(CC)CC)C. Product: [CH:1]1[C:10]2[C:5](=[CH:6][CH:7]=[CH:8][CH:9]=2)[CH:4]=[CH:3][C:2]=1[O:11][C:12]1[CH:20]=[CH:19][C:15]([C:16]([NH:30][C:29]2[CH:31]=[CH:32][CH:33]=[CH:34][C:28]=2[C:27]([O:36][CH3:37])=[O:35])=[O:18])=[CH:14][CH:13]=1. (7) Reactant: [Br:1][C:2]1[CH:3]=[CH:4][C:5]([F:10])=[C:6]([CH:9]=1)[CH:7]=O.[CH3:11][O:12][C:13](=[O:34])[CH:14]=P(C1C=CC=CC=1)(C1C=CC=CC=1)C1C=CC=CC=1. Product: [CH3:11][O:12][C:13](=[O:34])[CH:14]=[CH:7][C:6]1[CH:9]=[C:2]([Br:1])[CH:3]=[CH:4][C:5]=1[F:10]. The catalyst class is: 10.